From a dataset of NCI-60 drug combinations with 297,098 pairs across 59 cell lines. Regression. Given two drug SMILES strings and cell line genomic features, predict the synergy score measuring deviation from expected non-interaction effect. (1) Drug 1: CCC1(CC2CC(C3=C(CCN(C2)C1)C4=CC=CC=C4N3)(C5=C(C=C6C(=C5)C78CCN9C7C(C=CC9)(C(C(C8N6C=O)(C(=O)OC)O)OC(=O)C)CC)OC)C(=O)OC)O.OS(=O)(=O)O. Drug 2: CC1CCC2CC(C(=CC=CC=CC(CC(C(=O)C(C(C(=CC(C(=O)CC(OC(=O)C3CCCCN3C(=O)C(=O)C1(O2)O)C(C)CC4CCC(C(C4)OC)OCCO)C)C)O)OC)C)C)C)OC. Cell line: MCF7. Synergy scores: CSS=17.6, Synergy_ZIP=-4.12, Synergy_Bliss=-0.415, Synergy_Loewe=-2.70, Synergy_HSA=0.383. (2) Drug 1: C1=CC(=CC=C1CC(C(=O)O)N)N(CCCl)CCCl.Cl. Drug 2: C1C(C(OC1N2C=NC3=C2NC=NCC3O)CO)O. Cell line: SW-620. Synergy scores: CSS=21.9, Synergy_ZIP=-4.78, Synergy_Bliss=-1.93, Synergy_Loewe=-15.1, Synergy_HSA=-5.27. (3) Drug 1: CN(C)N=NC1=C(NC=N1)C(=O)N. Drug 2: CCN(CC)CCNC(=O)C1=C(NC(=C1C)C=C2C3=C(C=CC(=C3)F)NC2=O)C. Cell line: CCRF-CEM. Synergy scores: CSS=26.0, Synergy_ZIP=6.85, Synergy_Bliss=7.88, Synergy_Loewe=5.16, Synergy_HSA=5.90. (4) Drug 1: CCCCCOC(=O)NC1=NC(=O)N(C=C1F)C2C(C(C(O2)C)O)O. Drug 2: C1CN(CCN1C(=O)CCBr)C(=O)CCBr. Cell line: SK-MEL-5. Synergy scores: CSS=22.6, Synergy_ZIP=-5.61, Synergy_Bliss=-6.77, Synergy_Loewe=-13.7, Synergy_HSA=-7.24. (5) Drug 1: C1=NC2=C(N1)C(=S)N=C(N2)N. Drug 2: CC12CCC3C(C1CCC2OP(=O)(O)O)CCC4=C3C=CC(=C4)OC(=O)N(CCCl)CCCl.[Na+]. Cell line: PC-3. Synergy scores: CSS=14.5, Synergy_ZIP=-6.68, Synergy_Bliss=-3.35, Synergy_Loewe=-25.9, Synergy_HSA=-3.83.